This data is from Forward reaction prediction with 1.9M reactions from USPTO patents (1976-2016). The task is: Predict the product of the given reaction. (1) Given the reactants [H-].[H-].[H-].[H-].[Li+].[Al+3].OS(O)(=O)=O.[C:12]([O:16][C:17]([N:19]1[CH2:24][CH2:23][C:22]([C:32]#[N:33])([C:25]2[CH:30]=[CH:29][C:28]([I:31])=[CH:27][CH:26]=2)[CH2:21][CH2:20]1)=[O:18])([CH3:15])([CH3:14])[CH3:13], predict the reaction product. The product is: [C:12]([O:16][C:17]([N:19]1[CH2:20][CH2:21][C:22]([CH2:32][NH2:33])([C:25]2[CH:30]=[CH:29][C:28]([I:31])=[CH:27][CH:26]=2)[CH2:23][CH2:24]1)=[O:18])([CH3:15])([CH3:14])[CH3:13]. (2) Given the reactants [NH2:1][C:2]1[C:10]([CH3:11])=[CH:9][CH:8]=[CH:7][C:3]=1[C:4]([OH:6])=[O:5].[Br:12]Br.Cl, predict the reaction product. The product is: [NH2:1][C:2]1[C:10]([CH3:11])=[CH:9][C:8]([Br:12])=[CH:7][C:3]=1[C:4]([OH:6])=[O:5]. (3) Given the reactants [Br:1][C:2]1[CH:3]=[C:4]([C:8]([CH3:12])([CH3:11])[C:9]#N)[CH:5]=[CH:6][CH:7]=1.S(=O)(=O)(O)[OH:14].[CH2:18]([OH:20])[CH3:19], predict the reaction product. The product is: [CH2:18]([O:20][C:9](=[O:14])[C:8]([C:4]1[CH:5]=[CH:6][CH:7]=[C:2]([Br:1])[CH:3]=1)([CH3:12])[CH3:11])[CH3:19]. (4) Given the reactants [CH3:1][C:2]([C:4]1[CH:9]=[CH:8][CH:7]=[C:6]([O:10][CH3:11])[CH:5]=1)=O.Cl.[NH2:13][OH:14].[OH-].[Na+].O, predict the reaction product. The product is: [CH3:11][O:10][C:6]1[CH:5]=[C:4]([C:2](=[N:13][OH:14])[CH3:1])[CH:9]=[CH:8][CH:7]=1. (5) The product is: [ClH:22].[CH:1]1([N:7]2[C:11]([CH2:12][S:13][C:14]3[N:19]=[C:18]([OH:20])[CH:17]=[C:16]([CH3:21])[N:15]=3)=[CH:10][N:9]=[CH:8]2)[CH2:6][CH2:5][CH2:4][CH2:3][CH2:2]1. Given the reactants [CH:1]1([N:7]2[C:11]([CH2:12][S:13][C:14]3[N:19]=[C:18]([OH:20])[CH:17]=[C:16]([CH3:21])[N:15]=3)=[CH:10][N:9]=[CH:8]2)[CH2:6][CH2:5][CH2:4][CH2:3][CH2:2]1.[ClH:22].O1CCOCC1, predict the reaction product. (6) The product is: [F:1][C:2]1[CH:3]=[CH:4][C:5]([N:8]2[C:12](=[O:13])[C:11]([C:14]([OH:16])=[O:15])=[C:10]([CH3:24])[N:9]2[CH3:25])=[CH:6][CH:7]=1. Given the reactants [F:1][C:2]1[CH:7]=[CH:6][C:5]([N:8]2[C:12](=[O:13])[C:11]([C:14]([O:16]CC3C=CC=CC=3)=[O:15])=[C:10]([CH3:24])[N:9]2[CH3:25])=[CH:4][CH:3]=1, predict the reaction product. (7) Given the reactants [NH2:1][CH2:2][CH2:3][N:4]([CH2:6][CH2:7][CH2:8][CH2:9][CH2:10][C:11]([OH:13])=[O:12])[CH3:5].[NH:14]([C:47]([O:49][C:50]([CH3:53])([CH3:52])[CH3:51])=[O:48])[C@H:15]([C:37](ON1C(=O)CCC1=O)=[O:38])[CH2:16][S:17][C:18]([C:31]1[CH:36]=[CH:35][CH:34]=[CH:33][CH:32]=1)([C:25]1[CH:30]=[CH:29][CH:28]=[CH:27][CH:26]=1)[C:19]1[CH:24]=[CH:23][CH:22]=[CH:21][CH:20]=1.C([O-])([O-])=O.[Na+:58].[Na+], predict the reaction product. The product is: [CH3:5][N:4]([CH2:6][CH2:7][CH2:8][CH2:9][CH2:10][C:11]([O-:13])=[O:12])[CH2:3][CH2:2][NH:1][C:37](=[O:38])[CH:15]([NH:14][C:47]([O:49][C:50]([CH3:52])([CH3:51])[CH3:53])=[O:48])[CH2:16][S:17][C:18]([C:25]1[CH:26]=[CH:27][CH:28]=[CH:29][CH:30]=1)([C:31]1[CH:36]=[CH:35][CH:34]=[CH:33][CH:32]=1)[C:19]1[CH:20]=[CH:21][CH:22]=[CH:23][CH:24]=1.[Na+:58].